Dataset: Forward reaction prediction with 1.9M reactions from USPTO patents (1976-2016). Task: Predict the product of the given reaction. (1) Given the reactants C([BH3-])#N.[Na+].[CH2:5]([O:7][C:8]([C:10]1[CH:15]=[CH:14][C:13](/[C:16](=[N:21]/[NH:22][C:23]([O:25][C:26]([CH3:29])([CH3:28])[CH3:27])=[O:24])/[CH2:17][CH2:18][CH2:19][CH3:20])=[CH:12][CH:11]=1)=[O:9])[CH3:6].CC(O)=O, predict the reaction product. The product is: [CH2:5]([O:7][C:8]([C:10]1[CH:15]=[CH:14][C:13]([CH:16]([NH:21][NH:22][C:23]([O:25][C:26]([CH3:28])([CH3:27])[CH3:29])=[O:24])[CH2:17][CH2:18][CH2:19][CH3:20])=[CH:12][CH:11]=1)=[O:9])[CH3:6]. (2) Given the reactants [NH:1]1[C:9]2[C:4](=[CH:5][C:6]([NH:10][C:11]3[C:16]([C:17]#[N:18])=[CH:15][N:14]=[C:13]4[S:19][C:20](/[CH:22]=[CH:23]/[CH2:24][CH2:25][N:26]5[CH2:31][CH2:30][N:29]([CH3:32])[CH2:28][CH2:27]5)=[CH:21][C:12]=34)=[CH:7][CH:8]=2)[CH:3]=[CH:2]1, predict the reaction product. The product is: [NH:1]1[C:9]2[C:4](=[CH:5][C:6]([NH:10][C:11]3[C:16]([C:17]#[N:18])=[CH:15][N:14]=[C:13]4[S:19][C:20]([CH2:22][CH2:23][CH2:24][CH2:25][N:26]5[CH2:27][CH2:28][N:29]([CH3:32])[CH2:30][CH2:31]5)=[CH:21][C:12]=34)=[CH:7][CH:8]=2)[CH:3]=[CH:2]1. (3) Given the reactants [Br:1][C:2]1[CH:3]=[C:4]([C:8]23[O:15][CH:14]2[CH2:13][CH2:12][CH2:11][CH2:10][CH2:9]3)[CH:5]=[CH:6][CH:7]=1.[NH:16]1[CH:20]=[N:19][CH:18]=[N:17]1, predict the reaction product. The product is: [Br:1][C:2]1[CH:3]=[C:4]([C:8]2([OH:15])[CH2:9][CH2:10][CH2:11][CH2:12][CH2:13][CH:14]2[N:16]2[CH:20]=[N:19][CH:18]=[N:17]2)[CH:5]=[CH:6][CH:7]=1. (4) The product is: [Cl:34][C:2]1[N:7]2[N:8]=[CH:9][CH:10]=[C:6]2[N:5]=[C:4]([C:11]2[CH:20]=[CH:19][C:14]([C:15]([O:17][CH3:18])=[O:16])=[CH:13][CH:12]=2)[CH:3]=1. Given the reactants O=[C:2]1[N:7]2[N:8]=[CH:9][CH:10]=[C:6]2[NH:5][C:4]([C:11]2[CH:20]=[CH:19][C:14]([C:15]([O:17][CH3:18])=[O:16])=[CH:13][CH:12]=2)=[CH:3]1.CCN(C1C=CC=CC=1)CC.P(Cl)(Cl)([Cl:34])=O, predict the reaction product. (5) Given the reactants Cl.Cl.[CH3:3][C:4]1[CH:12]=[CH:11][C:7]([CH2:8][NH:9][NH2:10])=[CH:6][CH:5]=1.[CH3:13][C:14]([CH2:16][C:17]([C:19]([O:21][CH3:22])=[O:20])=O)=O, predict the reaction product. The product is: [CH3:13][C:14]1[N:9]([CH2:8][C:7]2[CH:11]=[CH:12][C:4]([CH3:3])=[CH:5][CH:6]=2)[N:10]=[C:17]([C:19]([O:21][CH3:22])=[O:20])[CH:16]=1.